The task is: Predict the product of the given reaction.. This data is from Forward reaction prediction with 1.9M reactions from USPTO patents (1976-2016). (1) Given the reactants [NH2:1][C:2]1N=[CH:6][C:5]([C:8]2[N:9]([CH:26]3[CH2:29][CH2:28]C3)[C:10]3[C:15]([C:16]=2[C:17]#[N:18])=[CH:14][CH:13]=[C:12]([O:19][C:20]2[N:25]=[CH:24][CH:23]=[CH:22][N:21]=2)[CH:11]=3)=[CH:4][CH:3]=1.C1C([N+]([O-])=O)=CC=C([Cl-][C:40]([O-])=[O:41])C=1.[CH:43]1([C@H:46]([OH:48])[CH3:47])[CH2:45][CH2:44]1.N1C=CC=C[CH:50]=1, predict the reaction product. The product is: [CH:43]1([C@H:46]([O:48][C:40](=[O:41])[NH:1][C:2]2[CH:3]=[CH:4][C:5]([C:8]3[N:9]([CH:26]4[CH2:29][CH2:28]4)[C:10]4[C:15]([C:16]=3[C:17]#[N:18])=[CH:14][CH:13]=[C:12]([O:19][C:20]3[N:21]=[CH:22][CH:23]=[CH:24][N:25]=3)[CH:11]=4)=[CH:6][CH:50]=2)[CH3:47])[CH2:45][CH2:44]1. (2) Given the reactants [CH3:1][C:2]([CH3:21])([CH3:20])[C:3]([C:5]1[C:13]2[C:8](=[CH:9][C:10]([O:14][CH3:15])=[CH:11][CH:12]=2)[N:7]([CH2:16][C:17](O)=[O:18])[N:6]=1)=[O:4].C1C=CC2N(O)N=NC=2C=1.[CH2:32]([NH:34][C:35]1[S:36][CH:37]=[CH:38][N:39]=1)[CH3:33].CCN(C(C)C)C(C)C, predict the reaction product. The product is: [CH3:21][C:2]([CH3:1])([CH3:20])[C:3]([C:5]1[C:13]2[C:8](=[CH:9][C:10]([O:14][CH3:15])=[CH:11][CH:12]=2)[N:7]([CH2:16][C:17]([N:34]([CH2:32][CH3:33])[C:35]2[S:36][CH:37]=[CH:38][N:39]=2)=[O:18])[N:6]=1)=[O:4]. (3) Given the reactants Cl.[Br:2][C:3]1[CH:4]=[C:5]([CH2:11][OH:12])[C:6]([CH2:9][OH:10])=[N:7][CH:8]=1.C(N(CC)CC)C.[CH3:20][S:21](O[S:21]([CH3:20])(=[O:23])=[O:22])(=[O:23])=[O:22], predict the reaction product. The product is: [CH3:20][S:21]([O:10][CH2:9][C:6]1[C:5]([CH2:11][O:12][S:21]([CH3:20])(=[O:23])=[O:22])=[CH:4][C:3]([Br:2])=[CH:8][N:7]=1)(=[O:23])=[O:22]. (4) Given the reactants Cl.[NH2:2][C:3]1[CH:8]=[CH:7][C:6]([N:9]2[CH2:14][CH2:13][C:12](=O)[CH2:11][CH2:10]2)=[CH:5][CH:4]=1.[Cl:16][C:17]1[CH:35]=[C:34]([N+:36]([O-:38])=[O:37])[CH:33]=[CH:32][C:18]=1[O:19][C:20]1[C:25]([Cl:26])=[CH:24][C:23]([S:27](Cl)(=[O:29])=[O:28])=[CH:22][C:21]=1[Cl:31].[CH:39]1[CH:44]=[C:43]([OH:45])[CH:42]=[C:41]([CH:46]([OH:49])[CH2:47][NH2:48])[CH:40]=1, predict the reaction product. The product is: [Cl:31][C:21]1[CH:22]=[C:23]([S:27]([NH:2][C:3]2[CH:8]=[CH:7][C:6]([N:9]3[CH2:14][CH2:13][CH:12]([NH:48][CH2:47][CH:46]([OH:49])[C:41]4[CH:40]=[CH:39][CH:44]=[C:43]([OH:45])[CH:42]=4)[CH2:11][CH2:10]3)=[CH:5][CH:4]=2)(=[O:29])=[O:28])[CH:24]=[C:25]([Cl:26])[C:20]=1[O:19][C:18]1[CH:32]=[CH:33][C:34]([N+:36]([O-:38])=[O:37])=[CH:35][C:17]=1[Cl:16]. (5) Given the reactants [Cl:1][C:2]1[CH:25]=[CH:24][C:5]([CH2:6][N:7]2[C:15]3[C:10](=[CH:11][C:12](/[CH:16]=[C:17]4/[C:18](=[O:23])[NH:19][C:20](=[O:22])[S:21]/4)=[CH:13][CH:14]=3)[CH:9]=[N:8]2)=[C:4]([C:26]([F:29])([F:28])[F:27])[CH:3]=1.Cl.Cl[CH2:32][CH2:33][N:34]1[CH2:39][CH2:38][O:37][CH2:36][CH2:35]1, predict the reaction product. The product is: [Cl:1][C:2]1[CH:25]=[CH:24][C:5]([CH2:6][N:7]2[C:15]3[C:10](=[CH:11][C:12](/[CH:16]=[C:17]4/[C:18](=[O:23])[N:19]([CH2:32][CH2:33][N:34]5[CH2:39][CH2:38][O:37][CH2:36][CH2:35]5)[C:20](=[O:22])[S:21]/4)=[CH:13][CH:14]=3)[CH:9]=[N:8]2)=[C:4]([C:26]([F:27])([F:29])[F:28])[CH:3]=1. (6) Given the reactants [N:1]([C:4]1[C:12]2[N:11]=[CH:10][N:9]([CH3:13])[C:8]=2[CH:7]=[CH:6][CH:5]=1)=[C:2]=[S:3].[CH3:14][O:15][C:16]1[CH:21]=[CH:20][N:19]=[CH:18][C:17]=1[NH2:22], predict the reaction product. The product is: [CH3:14][O:15][C:16]1[CH:21]=[CH:20][N:19]=[CH:18][C:17]=1[NH:22][C:2]([NH:1][C:4]1[C:12]2[N:11]=[CH:10][N:9]([CH3:13])[C:8]=2[CH:7]=[CH:6][CH:5]=1)=[S:3]. (7) Given the reactants Cl[C:2]1[NH:3][C:4](=[O:12])[C:5]2[C:10]([CH:11]=1)=[CH:9][CH:8]=[CH:7][CH:6]=2.[OH:13][CH2:14][C@H:15]1[NH:20][CH2:19][CH2:18][N:17]([CH3:21])[CH2:16]1, predict the reaction product. The product is: [OH:13][CH2:14][C@@H:15]1[CH2:16][N:17]([CH3:21])[CH2:18][CH2:19][N:20]1[C:2]1[NH:3][C:4](=[O:12])[C:5]2[C:10]([CH:11]=1)=[CH:9][CH:8]=[CH:7][CH:6]=2. (8) The product is: [CH2:1]([O:2][C:11](=[O:12])[C:6]([O:2][C:1]1[CH:8]=[CH:7][CH:6]=[C:4]([OH:5])[CH:3]=1)([CH3:7])[CH3:4])[CH3:3]. Given the reactants [C:1]1([CH:8]=[CH:7][CH:6]=[C:4]([OH:5])[CH:3]=1)[OH:2].CN(C)[CH:11]=[O:12], predict the reaction product. (9) Given the reactants [OH:1][C:2]1[CH:9]=[C:8]([O:10][CH3:11])[CH:7]=[CH:6][C:3]=1[CH:4]=[O:5].N1C=CC=CC=1.[S:18](O[S:18]([C:21]([F:24])([F:23])[F:22])(=[O:20])=[O:19])([C:21]([F:24])([F:23])[F:22])(=[O:20])=[O:19], predict the reaction product. The product is: [CH:4]([C:3]1[CH:6]=[CH:7][C:8]([O:10][CH3:11])=[CH:9][C:2]=1[O:1][S:18]([C:21]([F:24])([F:23])[F:22])(=[O:20])=[O:19])=[O:5].